Dataset: Forward reaction prediction with 1.9M reactions from USPTO patents (1976-2016). Task: Predict the product of the given reaction. Given the reactants Br[CH2:2]C1C=CC(F)=CC=1.Br.Br[CH2:12][C:13]1[CH:18]=[CH:17][CH:16]=[CH:15][N:14]=1.[O:19]=[C:20]1[NH:24][CH2:23][CH2:22][N:21]1[C:25]1[CH:26]=[C:27]([CH:31]=[CH:32][N:33]=1)[C:28]([O-:30])=[O:29], predict the reaction product. The product is: [O:19]=[C:20]1[N:24]([CH2:12][C:13]2[CH:18]=[CH:17][CH:16]=[CH:15][N:14]=2)[CH2:23][CH2:22][N:21]1[C:25]1[CH:26]=[C:27]([CH:31]=[CH:32][N:33]=1)[C:28]([O:30][CH3:2])=[O:29].